From a dataset of Peptide-MHC class I binding affinity with 185,985 pairs from IEDB/IMGT. Regression. Given a peptide amino acid sequence and an MHC pseudo amino acid sequence, predict their binding affinity value. This is MHC class I binding data. (1) The peptide sequence is LNCLSLLLSV. The MHC is HLA-A02:03 with pseudo-sequence HLA-A02:03. The binding affinity (normalized) is 0.497. (2) The peptide sequence is WLWVSSSDM. The binding affinity (normalized) is 0.332. The MHC is HLA-B15:01 with pseudo-sequence HLA-B15:01. (3) The peptide sequence is PEDDGTDWF. The MHC is HLA-A02:19 with pseudo-sequence HLA-A02:19. The binding affinity (normalized) is 0.0847. (4) The peptide sequence is AYREMTGKI. The MHC is H-2-Dd with pseudo-sequence H-2-Dd. The binding affinity (normalized) is 0. (5) The peptide sequence is TAFTIPST. The MHC is HLA-B35:03 with pseudo-sequence HLA-B35:03. The binding affinity (normalized) is 0.